The task is: Predict the reaction yield, written as a fraction of the theoretical maximum amount of product (1.0 means a 100% yield; for example, 0.34 means a 34% yield).. This data is from Reaction yield outcomes from USPTO patents with 853,638 reactions. (1) The reactants are CN(C)CC(O)=O.C([O-])(=O)C.[Na+].Br[C:14]1[CH:15]=[C:16]([CH:21]=[CH:22][C:23]=1[O:24][CH3:25])[C:17]([O:19][CH3:20])=[O:18].[CH:26]([N:29]([CH:34]([CH3:36])[CH3:35])[C:30](=[O:33])[CH:31]=[CH2:32])([CH3:28])[CH3:27].Cl. The catalyst is ClCCl.CN1CCCC1=O. The product is [CH:34]([N:29]([CH:26]([CH3:28])[CH3:27])[C:30](=[O:33])/[CH:31]=[CH:32]/[C:14]1[CH:15]=[C:16]([C:17]([O:19][CH3:20])=[O:18])[CH:21]=[CH:22][C:23]=1[O:24][CH3:25])([CH3:36])[CH3:35]. The yield is 0.690. (2) The reactants are [C:1]([NH:5][S:6]([C:9]1[CH:14]=[CH:13][CH:12]=[CH:11][C:10]=1[C:15]1[CH:20]=[CH:19][C:18]([NH:21][C@H:22]([C:32]([NH:34]C(OC(C)(C)C)=O)=[O:33])[CH2:23][C:24]2[CH:29]=[CH:28][CH:27]=[C:26]([C:30]#[N:31])[CH:25]=2)=[CH:17][CH:16]=1)(=[O:8])=[O:7])([CH3:4])([CH3:3])[CH3:2].C(O)(C(F)(F)F)=O.[CH3:49][S:50](Cl)(=[O:52])=[O:51]. The catalyst is C(Cl)Cl.CC(=O)OCC. The product is [C:1]([NH:5][S:6]([C:9]1[CH:14]=[CH:13][CH:12]=[CH:11][C:10]=1[C:15]1[CH:20]=[CH:19][C:18]([NH:21][C@H:22]([C:32]([NH:34][S:50]([CH3:49])(=[O:52])=[O:51])=[O:33])[CH2:23][C:24]2[CH:29]=[CH:28][CH:27]=[C:26]([C:30]#[N:31])[CH:25]=2)=[CH:17][CH:16]=1)(=[O:7])=[O:8])([CH3:2])([CH3:3])[CH3:4]. The yield is 0.430. (3) The yield is 0.920. The catalyst is CN(C)C=O.O. The reactants are Cl[CH2:2][C@H:3]1[O:7][C:6](=[O:8])[N:5]([C:9]2[CH:14]=[CH:13][C:12]([Cl:15])=[CH:11][N:10]=2)[CH2:4]1.[N-:16]=[N+:17]=[N-:18].[Na+]. The product is [N:16]([CH2:2][C@H:3]1[O:7][C:6](=[O:8])[N:5]([C:9]2[CH:14]=[CH:13][C:12]([Cl:15])=[CH:11][N:10]=2)[CH2:4]1)=[N+:17]=[N-:18]. (4) The reactants are [OH:1][C:2]1[CH:10]=[C:9]([OH:11])[CH:8]=[CH:7][C:3]=1[C:4]([O-:6])=[O:5].O[CH2:13][CH2:14][NH:15][C:16](=[O:22])[O:17][C:18]([CH3:21])([CH3:20])[CH3:19].[C:23]1(P(C2C=CC=CC=2)C2C=CC=CC=2)C=CC=CC=1.N(C(OC(C)C)=O)=NC(OC(C)C)=O. The catalyst is C1COCC1.C(OCC)(=O)C.O. The product is [C:18]([O:17][C:16]([NH:15][CH2:14][CH2:13][O:11][C:9]1[CH:8]=[CH:7][C:3]([C:4]([O:6][CH3:23])=[O:5])=[C:2]([OH:1])[CH:10]=1)=[O:22])([CH3:21])([CH3:20])[CH3:19]. The yield is 0.560. (5) The reactants are [CH3:1][O:2][C:3]([CH2:5]P(OC)(OC)=O)=[O:4].[H-].[Na+].[C:14]1([C:20]2[CH:29]=[CH:28][CH:27]=[C:26]3[C:21]=2[C:22]([NH:32][CH2:33][C:34]2[CH:39]=[CH:38][CH:37]=[CH:36][N:35]=2)=[N:23][C:24]([CH:30]=O)=[N:25]3)[CH:19]=[CH:18][CH:17]=[CH:16][CH:15]=1. The catalyst is C1COCC1. The product is [C:14]1([C:20]2[CH:29]=[CH:28][CH:27]=[C:26]3[C:21]=2[C:22]([NH:32][CH2:33][C:34]2[CH:39]=[CH:38][CH:37]=[CH:36][N:35]=2)=[N:23][C:24](/[CH:30]=[CH:5]/[C:3]([O:2][CH3:1])=[O:4])=[N:25]3)[CH:15]=[CH:16][CH:17]=[CH:18][CH:19]=1. The yield is 0.720. (6) The reactants are [Cl:1][C:2]1[C:15]2[C:6](=[C:7]([C:16]([OH:18])=[O:17])[C:8]3[C:13]([CH:14]=2)=[CH:12][CH:11]=[CH:10][CH:9]=3)[C:5]([C:19](O)=[O:20])=[CH:4][CH:3]=1.C(OC(=O)C)(=O)C. No catalyst specified. The product is [Cl:1][C:2]1[CH:3]=[CH:4][C:5]2[C:19](=[O:20])[O:18][C:16](=[O:17])[C:7]3=[C:8]4[C:13](=[CH:14][C:15]=1[C:6]=23)[CH:12]=[CH:11][CH:10]=[CH:9]4. The yield is 0.930. (7) The reactants are [CH2:1]([N:6]1[C:14]2[N:13]=[CH:12][NH:11][C:10]=2[C:9](=[O:15])[NH:8]/[C:7]/1=[N:16]\[NH2:17])[CH2:2][CH2:3][CH2:4][CH3:5].[C:18]1([CH2:24][C:25]([OH:27])=O)[CH:23]=[CH:22][CH:21]=[CH:20][CH:19]=1.F[P-](F)(F)(F)(F)F.N1(O[P+](N(C)C)(N(C)C)N(C)C)C2C=CC=CC=2N=N1.C(N(CC)CC)C.CN([CH:65]=[O:66])C. The catalyst is C(OCC)(=O)C. The product is [CH3:65][O:66][C:21]1[CH:22]=[CH:23][C:18]([CH2:24][C:25]([NH:17]/[N:16]=[C:7]2\[NH:8][C:9](=[O:15])[C:10]3[NH:11][CH:12]=[N:13][C:14]=3[N:6]\2[CH2:1][CH2:2][CH2:3][CH2:4][CH3:5])=[O:27])=[CH:19][CH:20]=1. The yield is 0.980. (8) The reactants are [CH3:1][O:2][C:3]1[CH:8]=[CH:7][C:6]([C:9](=O)[CH2:10]C)=[CH:5][CH:4]=1.C[C:14]([O-:16])=[O:15].CC([O-])=O.CC([O-])=O.CC([O-])=O.[Pb+2].C(OC(OCC)OCC)C.Cl(O)(=O)(=O)=O. The catalyst is [OH-].[K+].O.CO. The product is [CH3:1][O:2][C:3]1[CH:4]=[CH:5][C:6]([CH:9]([CH3:10])[C:14]([OH:16])=[O:15])=[CH:7][CH:8]=1. The yield is 0.630.